From a dataset of Catalyst prediction with 721,799 reactions and 888 catalyst types from USPTO. Predict which catalyst facilitates the given reaction. Reactant: [Cl:1][C:2]1[N:7]=[CH:6][C:5]2[CH:8]=[N:9][NH:10][C:4]=2[CH:3]=1.C1COCC1.CS(O)(=O)=O.[O:21]1[CH:26]=[CH:25][CH2:24][CH2:23][CH2:22]1. The catalyst class is: 2. Product: [Cl:1][C:2]1[N:7]=[CH:6][C:5]2[CH:8]=[N:9][N:10]([CH:22]3[CH2:23][CH2:24][CH2:25][CH2:26][O:21]3)[C:4]=2[CH:3]=1.